This data is from Reaction yield outcomes from USPTO patents with 853,638 reactions. The task is: Predict the reaction yield, written as a fraction of the theoretical maximum amount of product (1.0 means a 100% yield; for example, 0.34 means a 34% yield). (1) The reactants are [OH:1][C@H:2]1[CH2:10][C:9]2[C:4](=[CH:5][CH:6]=[CH:7][CH:8]=2)[C@H:3]1[NH:11][C:12](=[O:18])[O:13][C:14]([CH3:17])([CH3:16])[CH3:15].[O:19]1[CH:24]=[CH:23][CH2:22][CH2:21][CH2:20]1. The catalyst is C(Cl)Cl.C(OCC)(=O)C.[NH+]1C=CC=CC=1.C1(C)C=CC(S([O-])(=O)=O)=CC=1. The product is [O:19]1[CH2:24][CH2:23][CH2:22][CH2:21][CH:20]1[O:1][C@H:2]1[CH2:10][C:9]2[C:4](=[CH:5][CH:6]=[CH:7][CH:8]=2)[C@H:3]1[NH:11][C:12](=[O:18])[O:13][C:14]([CH3:15])([CH3:17])[CH3:16]. The yield is 0.950. (2) The reactants are C([N:8]1[C:13]2[N:14]=[CH:15][C:16]([C:18]([O:20][CH2:21][CH3:22])=[O:19])=[CH:17][C:12]=2[C:11](=[O:23])[N:10](CC2C=CC=CC=2)[C:9]1=[O:31])C1C=CC=CC=1.C([O-])=O.[NH4+]. The catalyst is CO.[C+4].[OH-].[Pd+2].[OH-].[OH-].[OH-].[OH-].[OH-]. The product is [O:31]=[C:9]1[NH:8][C:13]2[N:14]=[CH:15][C:16]([C:18]([O:20][CH2:21][CH3:22])=[O:19])=[CH:17][C:12]=2[C:11](=[O:23])[NH:10]1. The yield is 0.740. (3) The reactants are C([NH:6][C:7]1[CH:12]=[CH:11][C:10]([N+:13]([O-:15])=[O:14])=[CH:9][C:8]=1[C:16]#[C:17][C:18]([CH3:24])(C)[C:19](OC)=O)(=O)CCC.CCCC[N+](CCCC)(CCCC)CCCC.[F-]. The catalyst is CN(C=O)C. The product is [CH:18]([C:17]1[NH:6][C:7]2[C:8]([CH:16]=1)=[CH:9][C:10]([N+:13]([O-:15])=[O:14])=[CH:11][CH:12]=2)([CH3:24])[CH3:19]. The yield is 0.330. (4) The reactants are [NH2:1][C:2]1[C:7]([N+:8]([O-:10])=[O:9])=[CH:6][CH:5]=[CH:4][C:3]=1[OH:11].[Br:12]Br. The catalyst is O1CCOCC1. The product is [NH2:1][C:2]1[C:7]([N+:8]([O-:10])=[O:9])=[CH:6][C:5]([Br:12])=[CH:4][C:3]=1[OH:11]. The yield is 0.900.